Dataset: Full USPTO retrosynthesis dataset with 1.9M reactions from patents (1976-2016). Task: Predict the reactants needed to synthesize the given product. (1) Given the product [F:1][C:2]1[CH:7]=[CH:6][C:5]([N:8]2[C:12]([C:27]3[CH:28]=[CH:23][CH:24]=[C:25]([CH2:29][O:30][CH2:31][C:32]([F:33])([F:34])[F:35])[CH:26]=3)=[CH:11][C:10]([NH2:14])=[N:9]2)=[CH:4][CH:3]=1, predict the reactants needed to synthesize it. The reactants are: [F:1][C:2]1[CH:7]=[CH:6][C:5]([N:8]2[C:12](I)=[CH:11][C:10]([NH2:14])=[N:9]2)=[CH:4][CH:3]=1.CC1(C)C(C)(C)OB([C:23]2[CH:28]=[CH:27][CH:26]=[C:25]([CH2:29][O:30][CH2:31][C:32]([F:35])([F:34])[F:33])[CH:24]=2)O1.C(=O)([O-])[O-].[Na+].[Na+].C1(P(C2CCCCC2)C2CCCCC2)CCCCC1. (2) The reactants are: [CH:1]1[CH:6]=[C:5]2[C:7]([N:9]([C@H:15]3[CH:20]4[CH2:21][CH2:22][N:17]([CH2:18][CH2:19]4)[CH2:16]3)[CH2:10][C@H:11]3[CH2:12][CH2:13][CH2:14][C:3](=[C:4]23)[CH:2]=1)=[O:8].[ClH:23].BrBr. Given the product [CH:1]1[CH:6]=[C:5]2[C:7]([N:9]([C@H:15]3[CH:20]4[CH2:21][CH2:22][N:17]([CH2:18][CH2:19]4)[CH2:16]3)[CH2:10][C@H:11]3[CH2:12][CH2:13][CH2:14][C:3](=[C:4]23)[CH:2]=1)=[O:8].[ClH:23], predict the reactants needed to synthesize it.